Dataset: Forward reaction prediction with 1.9M reactions from USPTO patents (1976-2016). Task: Predict the product of the given reaction. (1) Given the reactants C(OC([N:8]1[CH2:12][C@@H:11]([CH2:13][N:14]([CH:31]([CH3:33])[CH3:32])[C:15](=[O:30])[C:16]2[CH:21]=[CH:20][C:19]([O:22][CH3:23])=[C:18]([O:24][CH2:25][CH2:26][CH2:27][O:28][CH3:29])[CH:17]=2)[C@H:10]([NH2:34])[CH2:9]1)=O)(C)(C)C.Cl[CH2:36][C:37]([N:39]1[CH2:44][CH2:43][CH2:42][CH2:41][CH2:40]1)=[O:38].[Cl-].CC#N.O, predict the reaction product. The product is: [CH:31]([N:14]([CH2:13][C@H:11]1[C@H:10]([NH:34][CH2:36][C:37](=[O:38])[N:39]2[CH2:44][CH2:43][CH2:42][CH2:41][CH2:40]2)[CH2:9][NH:8][CH2:12]1)[C:15](=[O:30])[C:16]1[CH:21]=[CH:20][C:19]([O:22][CH3:23])=[C:18]([O:24][CH2:25][CH2:26][CH2:27][O:28][CH3:29])[CH:17]=1)([CH3:33])[CH3:32]. (2) The product is: [Br:15][CH2:3][C:1](=[C:4]([C:10]([O:12][CH2:13][CH3:14])=[O:11])[C:5]([O:7][CH2:8][CH3:9])=[O:6])[CH3:2]. Given the reactants [C:1](=[C:4]([C:10]([O:12][CH2:13][CH3:14])=[O:11])[C:5]([O:7][CH2:8][CH3:9])=[O:6])([CH3:3])[CH3:2].[Br:15]N1C(=O)CCC1=O.C(OOC(=O)C1C=CC=CC=1)(=O)C1C=CC=CC=1, predict the reaction product. (3) Given the reactants [CH3:1][O:2][C:3](=[O:25])[CH:4](C(=O)C1C=CC=CC=1)[CH2:5][C:6]([C:9]1[CH:14]=[C:13]([F:15])[CH:12]=[CH:11][C:10]=1[Br:16])([CH3:8])[CH3:7].C(=O)([O-])[O-:27].[K+].[K+].S(=O)(=O)(O)O.C(=O)([O-])[O-].[Cs+].[Cs+].CI.C(O)(=O)CC(CC(O)=O)(C(O)=O)O, predict the reaction product. The product is: [CH3:1][O:2][C:3](=[O:25])[CH:4]([OH:27])[CH2:5][C:6]([C:9]1[CH:14]=[C:13]([F:15])[CH:12]=[CH:11][C:10]=1[Br:16])([CH3:8])[CH3:7]. (4) Given the reactants [CH:1]([N:14]1[C:22]2[C:17](=[CH:18][C:19]([Cl:23])=[CH:20][CH:21]=2)[C:16]([CH2:24][CH2:25][S:26]([C:29]2[CH:34]=[CH:33][C:32]([CH2:35][CH2:36][C:37]([O:39]CC)=[O:38])=[CH:31][CH:30]=2)(=[O:28])=[O:27])=[C:15]1[CH2:42][CH2:43][NH:44][S:45]([CH2:48][C:49]1[CH:54]=[CH:53][CH:52]=[CH:51][C:50]=1[Cl:55])(=[O:47])=[O:46])([C:8]1[CH:13]=[CH:12][CH:11]=[CH:10][CH:9]=1)[C:2]1[CH:7]=[CH:6][CH:5]=[CH:4][CH:3]=1.C1COCC1.[OH-].[Na+], predict the reaction product. The product is: [CH:1]([N:14]1[C:22]2[C:17](=[CH:18][C:19]([Cl:23])=[CH:20][CH:21]=2)[C:16]([CH2:24][CH2:25][S:26]([C:29]2[CH:34]=[CH:33][C:32]([CH2:35][CH2:36][C:37]([OH:39])=[O:38])=[CH:31][CH:30]=2)(=[O:28])=[O:27])=[C:15]1[CH2:42][CH2:43][NH:44][S:45]([CH2:48][C:49]1[CH:54]=[CH:53][CH:52]=[CH:51][C:50]=1[Cl:55])(=[O:46])=[O:47])([C:2]1[CH:3]=[CH:4][CH:5]=[CH:6][CH:7]=1)[C:8]1[CH:13]=[CH:12][CH:11]=[CH:10][CH:9]=1.